From a dataset of Full USPTO retrosynthesis dataset with 1.9M reactions from patents (1976-2016). Predict the reactants needed to synthesize the given product. (1) Given the product [N+:11]([C:3]1[CH:4]=[C:5]([C:6]2[S:8][CH:15]=[CH:16][N:7]=2)[CH:9]=[CH:10][C:2]=1[NH2:1])([O-:13])=[O:12], predict the reactants needed to synthesize it. The reactants are: [NH2:1][C:2]1[CH:10]=[CH:9][C:5]([C:6](=[S:8])[NH2:7])=[CH:4][C:3]=1[N+:11]([O-:13])=[O:12].Cl[CH2:15][CH:16]=O. (2) Given the product [Br:1][C:2]1[C:3]([F:12])=[CH:4][CH:5]=[C:6]([NH2:9])[C:7]=1[NH:15][CH:19]1[CH2:21][CH2:20]1, predict the reactants needed to synthesize it. The reactants are: [Br:1][C:2]1[C:7](F)=[C:6]([N+:9]([O-])=O)[CH:5]=[CH:4][C:3]=1[F:12].CC[N:15]([CH:19]([CH3:21])[CH3:20])C(C)C.C1(N)CC1.[NH4+].[Cl-].